From a dataset of Forward reaction prediction with 1.9M reactions from USPTO patents (1976-2016). Predict the product of the given reaction. (1) Given the reactants [OH:1][C:2]1[CH:7]=[CH:6][C:5]([CH2:8][C:9](=[O:22])[C:10]([NH:12][CH2:13][CH2:14][CH2:15][CH2:16][CH2:17][CH2:18][CH2:19][CH2:20][CH3:21])=[O:11])=[CH:4][CH:3]=1.[CH3:23]OC(OC)OC.C12(CS(O)(=O)=O)C(C)(C)C(CC1)CC2=O.C(=O)([O-])O.[Na+], predict the reaction product. The product is: [OH:1][C:2]1[CH:3]=[CH:4][C:5]([CH:8]=[C:9]([O:22][CH3:23])[C:10]([NH:12][CH2:13][CH2:14][CH2:15][CH2:16][CH2:17][CH2:18][CH2:19][CH2:20][CH3:21])=[O:11])=[CH:6][CH:7]=1. (2) Given the reactants [CH3:1][C:2]1[C:7]2[C:8](=[O:23])[N:9]([CH2:11][C:12]3[CH:17]=[CH:16][C:15]([O:18][C:19]([F:22])([F:21])[F:20])=[CH:14][CH:13]=3)[CH2:10][C:6]=2[CH:5]=[C:4]([C:24]2[CH:29]=[CH:28][CH:27]=[C:26]([N+:30]([O-])=O)[CH:25]=2)[N:3]=1.O.O.[Sn](Cl)(Cl)(Cl)Cl.[OH-].[Na+], predict the reaction product. The product is: [NH2:30][C:26]1[CH:25]=[C:24]([C:4]2[N:3]=[C:2]([CH3:1])[C:7]3[C:8](=[O:23])[N:9]([CH2:11][C:12]4[CH:17]=[CH:16][C:15]([O:18][C:19]([F:21])([F:22])[F:20])=[CH:14][CH:13]=4)[CH2:10][C:6]=3[CH:5]=2)[CH:29]=[CH:28][CH:27]=1. (3) Given the reactants Cl[CH2:2][C:3](=O)[CH3:4].[F:6][C:7]1[CH:8]=[C:9]([CH:33]=[CH:34][CH:35]=1)[CH2:10][N:11]1[C:23]2[CH2:22][CH2:21][C@@H:20]([NH:24][C:25](=[O:29])[CH:26]([CH3:28])[CH3:27])[CH2:19][C:18]=2[C:17]2[C:12]1=[CH:13][CH:14]=[C:15]([C:30](=[S:32])[NH2:31])[CH:16]=2, predict the reaction product. The product is: [F:6][C:7]1[CH:8]=[C:9]([CH:33]=[CH:34][CH:35]=1)[CH2:10][N:11]1[C:23]2[CH2:22][CH2:21][C@@H:20]([NH:24][C:25](=[O:29])[CH:26]([CH3:27])[CH3:28])[CH2:19][C:18]=2[C:17]2[C:12]1=[CH:13][CH:14]=[C:15]([C:30]1[S:32][CH:2]=[C:3]([CH3:4])[N:31]=1)[CH:16]=2. (4) Given the reactants Br[C:2]1[CH:10]=[C:9]2[C:5]([CH:6]=[CH:7][N:8]2[S:11]([C:14]2[CH:19]=[CH:18][C:17]([O:20][CH3:21])=[CH:16][C:15]=2[F:22])(=[O:13])=[O:12])=[C:4]([O:23][CH3:24])[CH:3]=1.[CH3:25][C:26]1([CH3:42])[C:30]([CH3:32])([CH3:31])[O:29][B:28]([B:28]2[O:29][C:30]([CH3:32])([CH3:31])[C:26]([CH3:42])([CH3:25])[O:27]2)[O:27]1.C([O-])(=O)C.[K+], predict the reaction product. The product is: [F:22][C:15]1[CH:16]=[C:17]([O:20][CH3:21])[CH:18]=[CH:19][C:14]=1[S:11]([N:8]1[C:9]2[C:5](=[C:4]([O:23][CH3:24])[CH:3]=[C:2]([B:28]3[O:29][C:30]([CH3:32])([CH3:31])[C:26]([CH3:42])([CH3:25])[O:27]3)[CH:10]=2)[CH:6]=[CH:7]1)(=[O:13])=[O:12]. (5) Given the reactants [CH3:1][O:2][CH2:3][CH2:4][N:5]1[C:9]2[CH:10]=[CH:11][CH:12]=[CH:13][C:8]=2[N:7]=[CH:6]1.[CH3:14][O:15][CH2:16][CH2:17][Cl:18], predict the reaction product. The product is: [Cl-:18].[CH3:1][O:2][CH2:3][CH2:4][N:5]1[C:9]2[CH:10]=[CH:11][CH:12]=[CH:13][C:8]=2[N:7]([CH2:17][CH2:16][O:15][CH3:14])[CH2:6]1. (6) Given the reactants [CH3:1][C:2]([CH2:4][C:5]([CH3:7])=[O:6])=[O:3].[CH3:8][N:9]([CH3:18])[C:10]1[CH:17]=[CH:16][C:13]([CH:14]=O)=[CH:12][CH:11]=1.B(OCCCC)(OCCCC)OCCCC.C(N)CCC.Cl, predict the reaction product. The product is: [CH3:8][N:9]([CH3:18])[C:10]1[CH:17]=[CH:16][C:13]([CH:14]=[CH:7][C:5](=[O:6])[CH:4]=[C:2]([OH:3])[CH3:1])=[CH:12][CH:11]=1.